Predict the product of the given reaction. From a dataset of Forward reaction prediction with 1.9M reactions from USPTO patents (1976-2016). (1) Given the reactants CCN=C=NCCCN(C)C.[CH:12]1[CH:13]=CC2N(O)N=N[C:16]=2[CH:17]=1.C[N:23]1[CH2:28][CH2:27][O:26]CC1.[C:29]([O:33][C:34]([CH3:37])([CH3:36])[CH3:35])(=[O:32])[NH:30][NH2:31].[C:38]([O:41][CH2:42]C)(=[O:40])C, predict the reaction product. The product is: [CH3:42][O:41][C:38]([NH:23][C@@H:28]([C@@H:12]([CH3:13])[CH2:17][CH3:16])[C:27]([NH:31][NH:30][C:29]([O:33][C:34]([CH3:37])([CH3:36])[CH3:35])=[O:32])=[O:26])=[O:40]. (2) Given the reactants [Cl:1][C:2]1[CH:3]=[C:4]([C:12]2[O:16][N:15]=[C:14]([C:17]3[CH:22]=[CH:21][C:20]([CH2:23][N:24]4[CH:28]=[CH:27][C:26]([C:29]([O:31]CC)=[O:30])=[N:25]4)=[CH:19][CH:18]=3)[N:13]=2)[CH:5]=[CH:6][C:7]=1[O:8][CH:9]([CH3:11])[CH3:10].[OH-].[Na+:35], predict the reaction product. The product is: [Cl:1][C:2]1[CH:3]=[C:4]([C:12]2[O:16][N:15]=[C:14]([C:17]3[CH:22]=[CH:21][C:20]([CH2:23][N:24]4[CH:28]=[CH:27][C:26]([C:29]([O-:31])=[O:30])=[N:25]4)=[CH:19][CH:18]=3)[N:13]=2)[CH:5]=[CH:6][C:7]=1[O:8][CH:9]([CH3:10])[CH3:11].[Na+:35].